This data is from Forward reaction prediction with 1.9M reactions from USPTO patents (1976-2016). The task is: Predict the product of the given reaction. (1) Given the reactants [CH2:1]([O:8][C:9]1[CH:14]=[CH:13][NH:12][C:11](=[O:15])[CH:10]=1)[C:2]1[CH:7]=[CH:6][CH:5]=[CH:4][CH:3]=1.C(=O)([O-])[O-].[Cs+].[Cs+].[Br:22][C:23]([CH2:25]Br)=[CH2:24], predict the reaction product. The product is: [CH2:1]([O:8][C:9]1[CH:14]=[CH:13][N:12]([CH2:25][C:23]([Br:22])=[CH2:24])[C:11](=[O:15])[CH:10]=1)[C:2]1[CH:3]=[CH:4][CH:5]=[CH:6][CH:7]=1. (2) The product is: [CH3:1][O:2][C:3]1[CH:4]=[C:5]2[C:6](=[CH:7][CH:8]=1)[CH:12]([CH2:13][C:14]1[CH:19]=[CH:18][C:17]([O:20][CH2:21][C:22]3[CH:27]=[CH:26][CH:25]=[CH:24][CH:23]=3)=[CH:16][CH:15]=1)[NH:11][CH2:10][CH2:9]2. Given the reactants [CH3:1][O:2][C:3]1[CH:4]=[C:5]([CH2:9][CH2:10][NH:11][C:12](=O)[CH2:13][C:14]2[CH:19]=[CH:18][C:17]([O:20][CH2:21][C:22]3[CH:27]=[CH:26][CH:25]=[CH:24][CH:23]=3)=[CH:16][CH:15]=2)[CH:6]=[CH:7][CH:8]=1.P(Cl)(Cl)(Cl)=O.[BH4-].[Na+], predict the reaction product.